Dataset: Forward reaction prediction with 1.9M reactions from USPTO patents (1976-2016). Task: Predict the product of the given reaction. (1) Given the reactants ClC(Cl)(Cl)C(Cl)(Cl)Cl.C1(P(C2C=CC=CC=2)C2C=CC=CC=2)C=CC=CC=1.[CH3:28][O:29][C:30](=[O:47])[C:31]1[CH:42]=[C:41]([O:43][CH2:44][CH:45]=[CH2:46])[CH:40]=[C:33]([C:34]([NH:36][CH2:37][CH:38]=[O:39])=O)[CH:32]=1.N1C=CC=CC=1, predict the reaction product. The product is: [CH3:28][O:29][C:30](=[O:47])[C:31]1[CH:32]=[C:33]([C:34]2[O:39][CH:38]=[CH:37][N:36]=2)[CH:40]=[C:41]([O:43][CH2:44][CH:45]=[CH2:46])[CH:42]=1. (2) Given the reactants [C:1]([O:5][C:6]([N:8]([CH3:14])[CH2:9][CH2:10][C:11]([OH:13])=O)=[O:7])([CH3:4])([CH3:3])[CH3:2].C1N=CN(C(N2C=NC=C2)=O)C=1.[Br-:27].[NH2:28][CH2:29][CH2:30][CH2:31][CH2:32][P+:33]([C:46]1[CH:51]=[CH:50][CH:49]=[CH:48][CH:47]=1)([C:40]1[CH:45]=[CH:44][CH:43]=[CH:42][CH:41]=1)[C:34]1[CH:39]=[CH:38][CH:37]=[CH:36][CH:35]=1, predict the reaction product. The product is: [C:1]([O:5][C:6]([N:8]([CH3:14])[CH2:9][CH2:10][C:11]([NH:28][CH2:29][CH2:30][CH2:31][CH2:32][P+:33]([C:46]1[CH:51]=[CH:50][CH:49]=[CH:48][CH:47]=1)([C:34]1[CH:35]=[CH:36][CH:37]=[CH:38][CH:39]=1)[C:40]1[CH:45]=[CH:44][CH:43]=[CH:42][CH:41]=1)=[O:13])=[O:7])([CH3:2])([CH3:3])[CH3:4].[Br-:27]. (3) Given the reactants [H-].[Na+].[C:3]([C:5]1[CH:6]=[C:7]2[C:11](=[CH:12][CH:13]=1)[NH:10][CH:9]=[CH:8]2)#[N:4].C[N:15]1C(=O)CCC1, predict the reaction product. The product is: [C:3]([C:5]1[CH:6]=[C:7]2[C:11](=[CH:12][CH:13]=1)[N:10]([NH2:15])[CH:9]=[CH:8]2)#[N:4]. (4) Given the reactants Cl[C:2]1[CH:3]=[CH:4][N:5]2[C:10]([C:11]=1[O:12][CH3:13])=[C:9]([CH:14]1[CH2:16][CH2:15]1)[CH:8]=[C:7]([C:17]([O:19][CH3:20])=[O:18])[C:6]2=[O:21].[NH2:22][C:23]1[CH:28]=[CH:27][C:26](B2OC(C)(C)C(C)(C)O2)=[CH:25][N:24]=1, predict the reaction product. The product is: [NH2:22][C:23]1[N:24]=[CH:25][C:26]([C:2]2[CH:3]=[CH:4][N:5]3[C:10]([C:11]=2[O:12][CH3:13])=[C:9]([CH:14]2[CH2:16][CH2:15]2)[CH:8]=[C:7]([C:17]([O:19][CH3:20])=[O:18])[C:6]3=[O:21])=[CH:27][CH:28]=1.